From a dataset of Full USPTO retrosynthesis dataset with 1.9M reactions from patents (1976-2016). Predict the reactants needed to synthesize the given product. (1) Given the product [C:33]([C:32]1[N:31]=[CH:30][C:29]([NH:35][C@@H:36]2[CH2:41][CH2:40][CH2:39][CH2:38][C@@H:37]2[NH:42][C:43](=[O:49])[O:44][C:45]([CH3:48])([CH3:47])[CH3:46])=[CH:28][C:27]=1[NH:26][C:21]1[CH:20]=[C:19]([C:1]2[CH:6]=[CH:5][CH:4]=[CH:3][CH:2]=2)[CH:24]=[C:23]([CH3:25])[N:22]=1)#[N:34], predict the reactants needed to synthesize it. The reactants are: [C:1]1(B(O)O)[CH:6]=[CH:5][CH:4]=[CH:3][CH:2]=1.[O-]P([O-])([O-])=O.[K+].[K+].[K+].Cl[C:19]1[CH:24]=[C:23]([CH3:25])[N:22]=[C:21]([NH:26][C:27]2[CH:28]=[C:29]([NH:35][C@@H:36]3[CH2:41][CH2:40][CH2:39][CH2:38][C@@H:37]3[NH:42][C:43](=[O:49])[O:44][C:45]([CH3:48])([CH3:47])[CH3:46])[CH:30]=[N:31][C:32]=2[C:33]#[N:34])[CH:20]=1. (2) Given the product [CH:53]1([NH:43][C:41]2[C:40]3=[N:56][CH:57]=[C:58]([C:59]#[N:60])[N:39]3[N:38]=[CH:37][N:42]=2)[CH2:55][CH2:54]1, predict the reactants needed to synthesize it. The reactants are: C(O)(C(F)(F)F)=O.ClC1C(OC[C@@H]2COCCN2CC2C=CC(OC)=CC=2OC)=CC(C#N)=CC=1N[C:37]1[N:42]=[C:41]([N:43]([CH:53]2[CH2:55][CH2:54]2)CC2C=CC(OC)=CC=2)[C:40]2=[N:56][CH:57]=[C:58]([C:59]#[N:60])[N:39]2[N:38]=1.C1(OC)C=CC=CC=1. (3) Given the product [NH2:27][C:3]1[CH:4]=[C:5]([C:8]2[C:17]([N:18]([CH:20]([CH3:22])[CH3:21])[CH3:19])=[N:16][C:15]3[C:10](=[CH:11][CH:12]=[C:13]([C:23]([O:25][CH3:26])=[O:24])[CH:14]=3)[N:9]=2)[CH:6]=[CH:7][C:2]=1[NH2:1], predict the reactants needed to synthesize it. The reactants are: [NH2:1][C:2]1[CH:7]=[CH:6][C:5]([C:8]2[C:17]([N:18]([CH:20]([CH3:22])[CH3:21])[CH3:19])=[N:16][C:15]3[C:10](=[CH:11][CH:12]=[C:13]([C:23]([O:25][CH3:26])=[O:24])[CH:14]=3)[N:9]=2)=[CH:4][C:3]=1[N+:27]([O-])=O.[NH4+].[Cl-]. (4) Given the product [F:17][C:18]1[CH:23]=[CH:22][C:21]([C:24]2([N:27]3[CH2:28][CH2:29][C:30](=[CH:9][C:10]([O:12][C:13]([CH3:16])([CH3:15])[CH3:14])=[O:11])[CH2:31][CH2:32]3)[CH2:25][CH2:26]2)=[CH:20][CH:19]=1, predict the reactants needed to synthesize it. The reactants are: [H-].[Na+].COP([CH2:9][C:10]([O:12][C:13]([CH3:16])([CH3:15])[CH3:14])=[O:11])(OC)=O.[F:17][C:18]1[CH:23]=[CH:22][C:21]([C:24]2([N:27]3[CH2:32][CH2:31][C:30](=O)[CH2:29][CH2:28]3)[CH2:26][CH2:25]2)=[CH:20][CH:19]=1. (5) Given the product [F:17][C:8]1[C:9]([O:11][CH2:12][C:13]([F:15])([F:16])[F:14])=[N:10][CH:2]=[C:3]([CH:7]=1)[C:4]([OH:6])=[O:5], predict the reactants needed to synthesize it. The reactants are: Cl[C:2]1[N:10]=[C:9]([O:11][CH2:12][C:13]([F:16])([F:15])[F:14])[C:8]([F:17])=[CH:7][C:3]=1[C:4]([OH:6])=[O:5].CCCCCCCCCCCCN. (6) Given the product [CH3:1][CH:2]1[CH:11]=[CH:10][C:9]2[C:4](=[N:5][C:6]([CH3:13])=[CH:7][CH:8]=2)[NH:3]1, predict the reactants needed to synthesize it. The reactants are: [CH3:1][C:2]1[CH:11]=[CH:10][C:9]2[C:4](=[N:5][CH:6]=[CH:7][CH:8]=2)[N:3]=1.[Li][CH3:13].O. (7) Given the product [CH2:1]([O:3][C:4]([C:6]1[CH:14]=[C:13]2[C:9]([C:10]([C:19](=[O:30])[NH:20][CH2:21][C:22]3[CH:27]=[CH:26][C:25]([F:28])=[C:24]([F:29])[CH:23]=3)=[C:11]([C:15]([CH3:18])([CH3:17])[CH3:16])[N:12]2[CH2:31][C:32]2[CH:37]=[CH:36][CH:35]=[CH:34][CH:33]=2)=[CH:8][CH:7]=1)=[O:5])[CH3:2], predict the reactants needed to synthesize it. The reactants are: [CH2:1]([O:3][C:4]([C:6]1[CH:14]=[C:13]2[C:9]([C:10]([C:19](=[O:30])[NH:20][CH2:21][C:22]3[CH:27]=[CH:26][C:25]([F:28])=[C:24]([F:29])[CH:23]=3)=[C:11]([C:15]([CH3:18])([CH3:17])[CH3:16])[NH:12]2)=[CH:8][CH:7]=1)=[O:5])[CH3:2].[CH2:31](Br)[C:32]1[CH:37]=[CH:36][CH:35]=[CH:34][CH:33]=1.C([O-])([O-])=O.[K+].[K+]. (8) Given the product [F:1][C:2]1[CH:3]=[CH:4][C:5]([C@H:8]([CH2:19][CH2:20][N:22]2[CH2:25][CH:24]([N:26]3[CH2:31][CH2:30][O:29][CH2:28][CH2:27]3)[CH2:23]2)[CH2:9][N:10]([CH3:18])[C:11](=[O:17])[O:12][C:13]([CH3:14])([CH3:15])[CH3:16])=[CH:6][CH:7]=1, predict the reactants needed to synthesize it. The reactants are: [F:1][C:2]1[CH:7]=[CH:6][C:5]([C@H:8]([CH2:19][CH:20]=O)[CH2:9][N:10]([CH3:18])[C:11](=[O:17])[O:12][C:13]([CH3:16])([CH3:15])[CH3:14])=[CH:4][CH:3]=1.[NH:22]1[CH2:25][CH:24]([N:26]2[CH2:31][CH2:30][O:29][CH2:28][CH2:27]2)[CH2:23]1.CCN(C(C)C)C(C)C.C(O[BH-](OC(=O)C)OC(=O)C)(=O)C.[Na+]. (9) Given the product [CH2:34]([C@@H:14]([CH2:13][CH2:12][C@H:8]([CH2:1][C:2]1[CH:3]=[CH:4][CH:5]=[CH:6][CH:7]=1)[C:9]([NH:41][C@H:42]1[CH2:48][CH2:47][S:46][C@H:45]2[CH2:49][CH2:50][CH2:51][C@H:52]([C:53]([F:54])([F:56])[F:55])[N:44]2[C:43]1=[O:57])=[O:10])[C:15]([NH:17][C@H:18]1[CH2:24][CH2:23][CH2:22][CH2:21][N:20]([C:25]2[CH:30]=[CH:29][CH:28]=[CH:27][C:26]=2[O:31][CH3:32])[C:19]1=[O:33])=[O:16])[C:35]1[CH:40]=[CH:39][CH:38]=[CH:37][CH:36]=1, predict the reactants needed to synthesize it. The reactants are: [CH2:1]([C@@H:8]([CH2:12][CH2:13][C@H:14]([CH2:34][C:35]1[CH:40]=[CH:39][CH:38]=[CH:37][CH:36]=1)[C:15]([NH:17][C@H:18]1[CH2:24][CH2:23][CH2:22][CH2:21][N:20]([C:25]2[CH:30]=[CH:29][CH:28]=[CH:27][C:26]=2[O:31][CH3:32])[C:19]1=[O:33])=[O:16])[C:9](O)=[O:10])[C:2]1[CH:7]=[CH:6][CH:5]=[CH:4][CH:3]=1.[NH2:41][C@H:42]1[CH2:48][CH2:47][S:46][C@H:45]2[CH2:49][CH2:50][CH2:51][C@H:52]([C:53]([F:56])([F:55])[F:54])[N:44]2[C:43]1=[O:57].